Dataset: Reaction yield outcomes from USPTO patents with 853,638 reactions. Task: Predict the reaction yield, written as a fraction of the theoretical maximum amount of product (1.0 means a 100% yield; for example, 0.34 means a 34% yield). (1) The reactants are [C:1]([O:5][C:6](=[O:30])[CH2:7][C@@H:8]([C:15](N1[C@H](C)[C@H](C2C=CC=CC=2)OC1=O)=[O:16])[CH2:9][C@H:10]([CH3:14])[CH2:11][CH2:12][CH3:13])([CH3:4])([CH3:3])[CH3:2].[Li+].[OH-].OO.S(=O)(O)[O-:36].[Na+].S([O-])([O-])=O.[Na+].[Na+]. The catalyst is O.C1COCC1.CCOCC.CCCCCC. The product is [C:1]([O:5][C:6](=[O:30])[CH2:7][C@H:8]([CH2:9][C@H:10]([CH3:14])[CH2:11][CH2:12][CH3:13])[C:15]([OH:16])=[O:36])([CH3:2])([CH3:3])[CH3:4]. The yield is 0.930. (2) The reactants are CC1[CH:6]=[C:5](NC(=O)OC2C=CC=CC=2)[O:4][N:3]=1.[NH2:17][C:18]1[CH:19]=[C:20]([C:24]#[C:25][C:26]2[CH:27]=[N:28][C:29]([NH:32][CH2:33][CH2:34][N:35]3[CH2:39][CH2:38][CH2:37][CH2:36]3)=[N:30][CH:31]=2)[CH:21]=[CH:22][CH:23]=1.C([N:42]([CH2:45][CH3:46])[CH2:43]C)C.C1C[O:50]CC1. No catalyst specified. The product is [CH3:6][C:5]1[O:4][N:3]=[C:45]([NH:42][C:43]([NH:17][C:18]2[CH:23]=[CH:22][CH:21]=[C:20]([C:24]#[C:25][C:26]3[CH:27]=[N:28][C:29]([NH:32][CH2:33][CH2:34][N:35]4[CH2:36][CH2:37][CH2:38][CH2:39]4)=[N:30][CH:31]=3)[CH:19]=2)=[O:50])[CH:46]=1. The yield is 0.720.